From a dataset of Forward reaction prediction with 1.9M reactions from USPTO patents (1976-2016). Predict the product of the given reaction. (1) Given the reactants COC1C=C(OC)C=CC=1C[O:6][N:7]1[C:12](=[O:13])[C:11]2[S:14][C:15]([C:17]3[CH:22]=[CH:21][CH:20]=[CH:19][CH:18]=3)=[CH:16][C:10]=2[NH:9][C:8]1=[O:23].Br[CH2:31][CH:32]1[CH2:36][CH2:35][CH2:34][O:33]1, predict the reaction product. The product is: [OH:6][N:7]1[C:12](=[O:13])[C:11]2[S:14][C:15]([C:17]3[CH:18]=[CH:19][CH:20]=[CH:21][CH:22]=3)=[CH:16][C:10]=2[N:9]([CH2:31][CH:32]2[CH2:36][CH2:35][CH2:34][O:33]2)[C:8]1=[O:23]. (2) Given the reactants [CH2:1]([O:8][N:9]1[C:15](=[O:16])[N:14]2[CH2:17][C@H:10]1[CH2:11][CH2:12][C@H:13]2[C:18]([OH:20])=O)[C:2]1[CH:7]=[CH:6][CH:5]=[CH:4][CH:3]=1.[NH:21]([C:23](=[O:34])[C@H:24]([NH:26][C:27](=[O:33])[O:28][C:29]([CH3:32])([CH3:31])[CH3:30])[CH3:25])[NH2:22].C1C=CC2N(O)N=NC=2C=1.CCN=C=NCCCN(C)C, predict the reaction product. The product is: [CH2:1]([O:8][N:9]1[C:15](=[O:16])[N:14]2[CH2:17][C@H:10]1[CH2:11][CH2:12][C@H:13]2[C:18]([NH:22][NH:21][C:23](=[O:34])[C@H:24]([NH:26][C:27](=[O:33])[O:28][C:29]([CH3:31])([CH3:30])[CH3:32])[CH3:25])=[O:20])[C:2]1[CH:3]=[CH:4][CH:5]=[CH:6][CH:7]=1. (3) Given the reactants [NH:1]1[C:5]2=[N:6][CH:7]=[CH:8][CH:9]=[C:4]2[C:3]([C:10]2[N:11]=[C:12]([CH2:15][NH:16][C:17](=[O:26])[C:18]3C=C[CH:21]=[C:20](OC)[CH:19]=3)[S:13][CH:14]=2)=[CH:2]1.[S:27]1C=CC=C1C(Cl)=O.COC1C=C(C=CC=1)C(Cl)=O, predict the reaction product. The product is: [NH:1]1[C:5]2=[N:6][CH:7]=[CH:8][CH:9]=[C:4]2[C:3]([C:10]2[N:11]=[C:12]([CH2:15][NH:16][C:17]([C:18]3[S:27][CH:21]=[CH:20][CH:19]=3)=[O:26])[S:13][CH:14]=2)=[CH:2]1. (4) Given the reactants [CH3:1][O:2][C:3]1[CH:4]=[C:5]([CH:14]=[CH2:15])[CH:6]=[C:7]([O:12][CH3:13])[C:8]=1[CH2:9][CH2:10][CH3:11].Br[C:17]1[C:22]([F:23])=[CH:21][C:20]([F:24])=[CH:19][C:18]=1[F:25], predict the reaction product. The product is: [CH3:13][O:12][C:7]1[CH:6]=[C:5]([CH:14]=[CH:15][C:21]2[C:22]([F:23])=[CH:17][C:18]([F:25])=[CH:19][C:20]=2[F:24])[CH:4]=[C:3]([O:2][CH3:1])[C:8]=1[CH2:9][CH2:10][CH3:11].